Predict the reaction yield, written as a fraction of the theoretical maximum amount of product (1.0 means a 100% yield; for example, 0.34 means a 34% yield). From a dataset of Reaction yield outcomes from USPTO patents with 853,638 reactions. (1) The reactants are Cl[C:2]1[C:3]2[CH:10]=[CH:9][NH:8][C:4]=2[N:5]=[CH:6][N:7]=1.[CH:11]1([C@H:16]([N:20]2[CH:24]=[C:23](B3OC(C)(C)C(C)(C)O3)[CH:22]=[N:21]2)[CH2:17][C:18]#[N:19])[CH2:15][CH2:14][CH2:13][CH2:12]1.O1CCOCC1.O.C(=O)([O-])[O-].[K+].[K+]. The catalyst is C1C=CC([P]([Pd]([P](C2C=CC=CC=2)(C2C=CC=CC=2)C2C=CC=CC=2)([P](C2C=CC=CC=2)(C2C=CC=CC=2)C2C=CC=CC=2)[P](C2C=CC=CC=2)(C2C=CC=CC=2)C2C=CC=CC=2)(C2C=CC=CC=2)C2C=CC=CC=2)=CC=1. The product is [CH:11]1([C@H:16]([N:20]2[CH:24]=[C:23]([C:2]3[C:3]4[CH:10]=[CH:9][NH:8][C:4]=4[N:5]=[CH:6][N:7]=3)[CH:22]=[N:21]2)[CH2:17][C:18]#[N:19])[CH2:15][CH2:14][CH2:13][CH2:12]1. The yield is 0.643. (2) The reactants are [Br:1][C:2]1[CH:3]=[C:4](/[CH:9]=[CH:10]/[CH2:11][O:12][C:13]2[CH:18]=[CH:17][C:16]([CH2:19][C@H:20]([O:26][CH2:27][CH3:28])[C:21]([O:23]CC)=[O:22])=[CH:15][CH:14]=2)[CH:5]=[C:6]([Br:8])[CH:7]=1.[OH-].[Na+]. No catalyst specified. The product is [Br:1][C:2]1[CH:3]=[C:4](/[CH:9]=[CH:10]/[CH2:11][O:12][C:13]2[CH:18]=[CH:17][C:16]([CH2:19][C@H:20]([O:26][CH2:27][CH3:28])[C:21]([OH:23])=[O:22])=[CH:15][CH:14]=2)[CH:5]=[C:6]([Br:8])[CH:7]=1. The yield is 0.200. (3) The reactants are [Br:1][C:2]1[CH:7]=[CH:6][C:5]([CH3:8])=[C:4]([Cl:9])[CH:3]=1.[Br:10]N1C(=O)CCC1=O. The catalyst is C(Cl)(Cl)(Cl)Cl.C(OOC(=O)C1C=CC=CC=1)(=O)C1C=CC=CC=1. The product is [Br:1][C:2]1[CH:7]=[CH:6][C:5]([CH2:8][Br:10])=[C:4]([Cl:9])[CH:3]=1. The yield is 0.710. (4) The product is [C:2]([CH2:4][C:5]1[CH:10]=[CH:9][N+:8]([O-:12])=[CH:7][CH:6]=1)#[N:3]. The reactants are Cl.[C:2]([CH2:4][C:5]1[CH:10]=[CH:9][N:8]=[CH:7][CH:6]=1)#[N:3].C([O-])(O)=[O:12].[Na+].ClC1C=CC=C(C(OO)=O)C=1. The catalyst is C(Cl)(Cl)Cl.O. The yield is 0.220. (5) The reactants are [Cl:1][C:2]1[CH:3]=[C:4]([NH:20]C(=O)C)[CH:5]=[C:6]([Cl:19])[C:7]=1[S:8][C:9]1[CH:14]=[C:13]([CH:15]([CH3:17])[CH3:16])[C:12](=[O:18])[NH:11][N:10]=1.[OH-].[Na+]. The catalyst is CO.O. The product is [NH2:20][C:4]1[CH:3]=[C:2]([Cl:1])[C:7]([S:8][C:9]2[CH:14]=[C:13]([CH:15]([CH3:16])[CH3:17])[C:12](=[O:18])[NH:11][N:10]=2)=[C:6]([Cl:19])[CH:5]=1. The yield is 0.990. (6) The reactants are [F:1][C:2]1[CH:3]=[C:4]([C:10]2[C:11]([C:17]3[CH:22]=[CH:21][C:20]([O:23][CH3:24])=[CH:19][CH:18]=3)=[CH:12][C:13](=[O:16])[NH:14][N:15]=2)[CH:5]=[CH:6][C:7]=1[O:8][CH3:9].Cl[CH2:26][CH:27]1[CH2:29][CH2:28]1. No catalyst specified. The product is [CH:27]1([CH2:26][N:14]2[C:13](=[O:16])[CH:12]=[C:11]([C:17]3[CH:18]=[CH:19][C:20]([O:23][CH3:24])=[CH:21][CH:22]=3)[C:10]([C:4]3[CH:5]=[CH:6][C:7]([O:8][CH3:9])=[C:2]([F:1])[CH:3]=3)=[N:15]2)[CH2:29][CH2:28]1. The yield is 0.930. (7) The reactants are [CH2:1]([O:8][C:9]([O:11]N1C(=O)CCC1=O)=O)[C:2]1[CH:7]=[CH:6][CH:5]=[CH:4][CH:3]=1.[CH3:19][NH:20][CH2:21][C:22]1[C:30]2[C:25](=[CH:26][CH:27]=[CH:28][CH:29]=2)[NH:24][CH:23]=1.C(N(CC)CC)C. The catalyst is CN(C=O)C. The product is [CH2:1]([O:8][C:9]([N:20]([CH2:21][C:22]1[C:30]2[C:25](=[CH:26][CH:27]=[CH:28][CH:29]=2)[NH:24][CH:23]=1)[CH3:19])=[O:11])[C:2]1[CH:3]=[CH:4][CH:5]=[CH:6][CH:7]=1. The yield is 0.740.